From a dataset of Experimental lipophilicity measurements (octanol/water distribution) for 4,200 compounds from AstraZeneca. Regression/Classification. Given a drug SMILES string, predict its absorption, distribution, metabolism, or excretion properties. Task type varies by dataset: regression for continuous measurements (e.g., permeability, clearance, half-life) or binary classification for categorical outcomes (e.g., BBB penetration, CYP inhibition). For this dataset (lipophilicity_astrazeneca), we predict Y. (1) The drug is Cc1ccc(C(=O)Oc2ccc(C(O)CNC(C)(C)C)cc2OC(=O)c2ccc(C)cc2)cc1. The Y is 3.57 logD. (2) The molecule is NC1(c2ccc(-c3nc4ccccc4c(=O)n3-c3ccccc3)cc2)CCC1. The Y is 1.50 logD. (3) The drug is CCNC(=O)C[C@H]1N=C(c2ccc(Cl)cc2)c2cc(OC)ccc2-n2c(C)nnc21. The Y is 2.42 logD. (4) The Y is 3.12 logD. The compound is O=c1oc2ccc(O)cc2cc1-c1ccccc1. (5) The molecule is CCO/N=C(\c1ccc(Br)cc1)C1CCN(C2(C)CCN(C(=O)c3c(C)cc[n+]([O-])c3C)CC2)CC1. The Y is 2.14 logD.